Dataset: Drug-target binding data from BindingDB using IC50 measurements. Task: Regression. Given a target protein amino acid sequence and a drug SMILES string, predict the binding affinity score between them. We predict pIC50 (pIC50 = -log10(IC50 in M); higher means more potent). Dataset: bindingdb_ic50. (1) The drug is NCCCC[C@@H]1NC(=O)[C@@H](CCC(N)=O)NC(=O)[C@H]2CCCN2C(=O)[C@H](Cc2cc3ccccc3[nH]2)NC(=O)[C@@H](Cc2cc3ccccc3[nH]2)NC(=O)[C@H]2CCCN2C(=O)[C@@H](Cc2cc3ccccc3[nH]2)NC(=O)[C@H](CCCCN)NC(=O)[C@@H](CCC(N)=O)NC(=O)[C@H]2CCCN2C(=O)[C@H](Cc2cc3ccccc3[nH]2)NC(=O)[C@@H](Cc2cc3ccccc3[nH]2)NC(=O)[C@H]2CCCN2C(=O)[C@@H](Cc2cc3ccccc3[nH]2)NC1=O. The target protein (O93400) has sequence MEDDIAALVVDNGSGMCKAGFAGDDAPRAVFPSIVGRPRHQGVMVGMGQKDSYVGDEAQSKRGILTLKYPIEHGIVTNWDDMEKIWHHTFYNELRVAPEEHPVLLTEAPLNPKANREKMTQIMFETFNTPAMYVAIQAVLSLYASGRTTGIVMDSGDGVTHTVPIYEGYALPHAILRLDLAGRDLTDYLMKILTERGYSFTTTAEREIVRDIKEKLCYVALDFEQEMATAASSSSLEKSYELPDGQVITIGNERFRCPEALFQPSFLGMESCGIHETTYNSIMKCDVDIRKDLYANTVLSGGTTMYPGIADRMQKEITALAPSTMKIKIIAPPERKYSVWIGGSILASLSTFQQMWISKQEYDESGPSIVHRKCF. The pIC50 is 6.5. (2) The drug is COc1cc([C@H]2[C@](NC(=O)c3ccc(NC(=O)OC(C)(C)C)cc3)(C(=O)O)[C@@H](c3ccc(OC(=O)c4ccc(C)s4)c(OC)c3)[C@]2(NC(=O)c2ccc(NC(=O)OC(C)(C)C)cc2)C(=O)O)ccc1OC(=O)c1ccc(C)s1. The target protein (P32301) has sequence MAVTPSLLRLALLLLGAVGRAGPRPQGATVSLSETVQKWREYRHQCQRFLTEAPLLATGLFCNRTFDDYACWPDGPPGSFVNVSCPWYLPWASSVLQGHVYRFCTAEGIWLHKDNSSLPWRDLSECEESKQGERNSPEEQLLSLYIIYTVGYALSFSALVIASAILVSFRHLHCTRNYIHLNLFASFILRALSVFIKDAALKWMYSTAAQQHQWDGLLSYQDSLGCRLVFLLMQYCVAANYYWLLVEGVYLYTLLAFSVFSEQRIFKLYLSIGWGVPLLFVIPWGIVKYLYEDEGCWTRNSNMNYWLIIRLPILFAIGVNFLVFIRVICIVIAKLKANLMCKTDIKCRLAKSTLTLIPLLGTHEVIFAFVMDEHARGTLRFVKLFTELSFTSFQGFMVAVLYCFVNNEVQMEFRKSWERWRLERLNIQRDSSMKPLKCPTSSVSSGATVGSSVYAATCQNSCS. The pIC50 is 4.8. (3) The small molecule is CCOC(=O)Nc1cc(NC(C)CCCN(CC)CC)c2nc(-c3ccccn3)c(-c3ccccn3)nc2n1. The target protein (P9WN95) has sequence MTPPHNYLAVIKVVGIGGGGVNAVNRMIEQGLKGVEFIAINTDAQALLMSDADVKLDVGRDSTRGLGAGADPEVGRKAAEDAKDEIEELLRGADMVFVTAGEGGGTGTGGAPVVASIARKLGALTVGVVTRPFSFEGKRRSNQAENGIAALRESCDTLIVIPNDRLLQMGDAAVSLMDAFRSADEVLLNGVQGITDLITTPGLINVDFADVKGIMSGAGTALMGIGSARGEGRSLKAAEIAINSPLLEASMEGAQGVLMSIAGGSDLGLFEINEAASLVQDAAHPDANIIFGTVIDDSLGDEVRVTVIAAGFDVSGPGRKPVMGETGGAHRIESAKAGKLTSTLFEPVDAVSVPLHTNGATLSIGGDDDDVDVPPFMRR. The pIC50 is 4.3.